The task is: Predict the reaction yield, written as a fraction of the theoretical maximum amount of product (1.0 means a 100% yield; for example, 0.34 means a 34% yield).. This data is from Reaction yield outcomes from USPTO patents with 853,638 reactions. (1) The reactants are [O-]CC.[Na+].[CH:5]1([CH2:10][N:11]([CH2:34][CH:35]2[CH2:39][CH2:38][CH2:37][CH2:36]2)[C@@H:12]([C@@H:22]([OH:33])[C:23]2[CH:28]=[CH:27][C:26]([C:29]([F:32])([F:31])[F:30])=[CH:25][CH:24]=2)[CH2:13][CH2:14]/[CH:15]=[CH:16]/[C:17]([O:19][CH2:20][CH3:21])=[O:18])[CH2:9][CH2:8][CH2:7][CH2:6]1.OS(O)(=O)=O. The catalyst is CCO. The product is [CH:5]1([CH2:10][N:11]([CH2:34][CH:35]2[CH2:39][CH2:38][CH2:37][CH2:36]2)[C@H:12]2[C@H:22]([C:23]3[CH:28]=[CH:27][C:26]([C:29]([F:31])([F:32])[F:30])=[CH:25][CH:24]=3)[O:33][C@H:15]([CH2:16][C:17]([O:19][CH2:20][CH3:21])=[O:18])[CH2:14][CH2:13]2)[CH2:6][CH2:7][CH2:8][CH2:9]1. The yield is 0.660. (2) The reactants are [F:1][C:2]1[C:11]2[O:10][CH2:9][CH:8]=[CH:7][C:6]=2[C:5]([C:12]([OH:14])=O)=[CH:4][CH:3]=1.C(N1C=CN=C1)([N:17]1C=CN=C1)=O. The catalyst is C1COCC1. The product is [F:1][C:2]1[C:11]2[O:10][CH2:9][CH:8]=[CH:7][C:6]=2[C:5]([C:12]([NH2:17])=[O:14])=[CH:4][CH:3]=1. The yield is 0.870. (3) The reactants are F[C:2]1[CH:7]=[CH:6][C:5]([C:8]2[O:9][C:10]3[CH:16]=[CH:15][CH:14]=[CH:13][C:11]=3[N:12]=2)=[CH:4][C:3]=1[N+:17]([O-:19])=[O:18].C(=O)([O-])[O-].[K+].[K+].[CH3:26][N:27]([CH3:31])[CH2:28][CH2:29][NH2:30].O. The catalyst is C(#N)C. The product is [CH3:26][N:27]([CH3:31])[CH2:28][CH2:29][NH:30][C:2]1[CH:7]=[CH:6][C:5]([C:8]2[O:9][C:10]3[CH:16]=[CH:15][CH:14]=[CH:13][C:11]=3[N:12]=2)=[CH:4][C:3]=1[N+:17]([O-:19])=[O:18]. The yield is 0.950.